Dataset: Reaction yield outcomes from USPTO patents with 853,638 reactions. Task: Predict the reaction yield, written as a fraction of the theoretical maximum amount of product (1.0 means a 100% yield; for example, 0.34 means a 34% yield). The reactants are C([O:4][CH2:5][CH2:6][N:7]([C:12]1[CH:17]=[CH:16][C:15]([C:18]2[N:19]([CH2:31][CH3:32])[C:20]3[C:25]([C:26]=2[C:27]#[N:28])=[CH:24][CH:23]=[C:22]([O:29][CH3:30])[CH:21]=3)=[CH:14][CH:13]=1)[S:8]([CH3:11])(=[O:10])=[O:9])(=O)C.O.[OH-].[Li+].C(OCC)(=O)C. The catalyst is C1COCC1. The product is [C:27]([C:26]1[C:25]2[C:20](=[CH:21][C:22]([O:29][CH3:30])=[CH:23][CH:24]=2)[N:19]([CH2:31][CH3:32])[C:18]=1[C:15]1[CH:14]=[CH:13][C:12]([N:7]([CH2:6][CH2:5][OH:4])[S:8]([CH3:11])(=[O:10])=[O:9])=[CH:17][CH:16]=1)#[N:28]. The yield is 0.920.